From a dataset of Reaction yield outcomes from USPTO patents with 853,638 reactions. Predict the reaction yield, written as a fraction of the theoretical maximum amount of product (1.0 means a 100% yield; for example, 0.34 means a 34% yield). (1) The reactants are [Br:1][C:2]1[CH:3]=[C:4]([C:20]2[CH:25]=[CH:24][N:23]=[CH:22][CH:21]=2)[S:5][C:6]=1[C:7]1[N:11]=[CH:10][N:9](COCC[Si](C)(C)C)[N:8]=1.C(Cl)Cl.FC(F)(F)C(O)=O.C([O-])(O)=O.[Na+]. The catalyst is CCOC(C)=O. The product is [Br:1][C:2]1[CH:3]=[C:4]([C:20]2[CH:25]=[CH:24][N:23]=[CH:22][CH:21]=2)[S:5][C:6]=1[C:7]1[NH:11][CH:10]=[N:9][N:8]=1. The yield is 0.540. (2) The catalyst is C(Cl)Cl. The product is [F:1][C:2]1[CH:3]=[C:4](/[CH:28]=[CH:29]/[C:30]([OH:32])=[O:31])[CH:5]=[CH:6][C:7]=1[O:8][C:9]1[C:18]2[C:13](=[CH:14][C:15]([OH:19])=[CH:16][CH:17]=2)[CH:12]=[C:11]([CH3:21])[C:10]=1[C:22]1[CH:27]=[CH:26][CH:25]=[CH:24][CH:23]=1. The yield is 0.660. The reactants are [F:1][C:2]1[CH:3]=[C:4](/[CH:28]=[CH:29]/[C:30]([OH:32])=[O:31])[CH:5]=[CH:6][C:7]=1[O:8][C:9]1[C:18]2[C:13](=[CH:14][C:15]([O:19]C)=[CH:16][CH:17]=2)[CH:12]=[C:11]([CH3:21])[C:10]=1[C:22]1[CH:27]=[CH:26][CH:25]=[CH:24][CH:23]=1.B(Br)(Br)Br. (3) The reactants are [CH2:1]([N:8]([CH2:18][CH2:19][CH2:20][N:21]([CH2:31][C:32]1[CH:37]=[CH:36][CH:35]=[CH:34][CH:33]=1)[C:22]([O:24][CH2:25][C:26]1[S:30][CH:29]=[N:28][CH:27]=1)=[O:23])[C:9](=[O:17])[O:10][CH2:11][C:12]1[S:16][CH:15]=[N:14][CH:13]=1)[C:2]1[CH:7]=[CH:6][CH:5]=[CH:4][CH:3]=1.[H-].[Na+].[C:40]1([C:40]2[CH:45]=[CH:44][C:43](CBr)=[CH:42][CH:41]=2)[CH:45]=[CH:44][CH:43]=[CH:42][CH:41]=1. No catalyst specified. The product is [C:35]1([C:2]2[CH:7]=[CH:6][CH:5]=[CH:4][CH:3]=2)[CH:34]=[CH:33][C:32]([CH2:31][N:21]([CH2:20][CH2:19][CH2:18][N:8]([CH2:1][C:2]2[CH:7]=[CH:6][C:5]([C:40]3[CH:45]=[CH:44][CH:43]=[CH:42][CH:41]=3)=[CH:4][CH:3]=2)[C:9]([O:10][CH2:11][C:12]2[S:16][CH:15]=[N:14][CH:13]=2)=[O:17])[C:22](=[O:23])[O:24][CH2:25][C:26]2[S:30][CH:29]=[N:28][CH:27]=2)=[CH:37][CH:36]=1. The yield is 0.250.